From a dataset of NCI-60 drug combinations with 297,098 pairs across 59 cell lines. Regression. Given two drug SMILES strings and cell line genomic features, predict the synergy score measuring deviation from expected non-interaction effect. (1) Drug 1: C1CN1P(=S)(N2CC2)N3CC3. Drug 2: C1=NNC2=C1C(=O)NC=N2. Cell line: CAKI-1. Synergy scores: CSS=17.6, Synergy_ZIP=8.86, Synergy_Bliss=17.2, Synergy_Loewe=2.43, Synergy_HSA=6.58. (2) Drug 1: C1=NC2=C(N=C(N=C2N1C3C(C(C(O3)CO)O)F)Cl)N. Drug 2: C1CNP(=O)(OC1)N(CCCl)CCCl. Cell line: SR. Synergy scores: CSS=-0.539, Synergy_ZIP=2.37, Synergy_Bliss=1.76, Synergy_Loewe=-3.72, Synergy_HSA=-4.21. (3) Drug 1: C1=C(C(=O)NC(=O)N1)N(CCCl)CCCl. Drug 2: CC1C(C(CC(O1)OC2CC(CC3=C2C(=C4C(=C3O)C(=O)C5=C(C4=O)C(=CC=C5)OC)O)(C(=O)CO)O)N)O.Cl. Cell line: NCI-H226. Synergy scores: CSS=54.7, Synergy_ZIP=-0.399, Synergy_Bliss=-2.99, Synergy_Loewe=0.242, Synergy_HSA=2.69. (4) Drug 1: C1=CC=C(C(=C1)C(C2=CC=C(C=C2)Cl)C(Cl)Cl)Cl. Drug 2: N.N.Cl[Pt+2]Cl. Cell line: COLO 205. Synergy scores: CSS=16.6, Synergy_ZIP=-8.02, Synergy_Bliss=1.48, Synergy_Loewe=3.61, Synergy_HSA=3.41. (5) Cell line: U251. Synergy scores: CSS=16.5, Synergy_ZIP=0.207, Synergy_Bliss=1.26, Synergy_Loewe=-4.13, Synergy_HSA=2.03. Drug 2: CC1=C(N=C(N=C1N)C(CC(=O)N)NCC(C(=O)N)N)C(=O)NC(C(C2=CN=CN2)OC3C(C(C(C(O3)CO)O)O)OC4C(C(C(C(O4)CO)O)OC(=O)N)O)C(=O)NC(C)C(C(C)C(=O)NC(C(C)O)C(=O)NCCC5=NC(=CS5)C6=NC(=CS6)C(=O)NCCC[S+](C)C)O. Drug 1: CC1C(C(CC(O1)OC2CC(CC3=C2C(=C4C(=C3O)C(=O)C5=C(C4=O)C(=CC=C5)OC)O)(C(=O)C)O)N)O.Cl. (6) Drug 1: C1=CN(C(=O)N=C1N)C2C(C(C(O2)CO)O)O.Cl. Drug 2: CS(=O)(=O)OCCCCOS(=O)(=O)C. Cell line: EKVX. Synergy scores: CSS=8.80, Synergy_ZIP=-2.36, Synergy_Bliss=1.30, Synergy_Loewe=-4.99, Synergy_HSA=0.402. (7) Drug 1: CC1=C(C=C(C=C1)NC(=O)C2=CC=C(C=C2)CN3CCN(CC3)C)NC4=NC=CC(=N4)C5=CN=CC=C5. Drug 2: CNC(=O)C1=NC=CC(=C1)OC2=CC=C(C=C2)NC(=O)NC3=CC(=C(C=C3)Cl)C(F)(F)F. Cell line: NCI-H522. Synergy scores: CSS=2.67, Synergy_ZIP=-4.45, Synergy_Bliss=-6.09, Synergy_Loewe=-4.10, Synergy_HSA=-3.66. (8) Synergy scores: CSS=10.7, Synergy_ZIP=-0.680, Synergy_Bliss=5.08, Synergy_Loewe=3.98, Synergy_HSA=5.80. Drug 2: CC1=CC2C(CCC3(C2CCC3(C(=O)C)OC(=O)C)C)C4(C1=CC(=O)CC4)C. Drug 1: CC(CN1CC(=O)NC(=O)C1)N2CC(=O)NC(=O)C2. Cell line: SK-OV-3.